Predict the product of the given reaction. From a dataset of Forward reaction prediction with 1.9M reactions from USPTO patents (1976-2016). (1) Given the reactants [C:1]([O:4][C@H:5]1[C@@H:10]([O:11][C:12](=[O:14])[CH3:13])[C@H:9]([O:15][C:16](=[O:18])[CH3:17])[C@@H:8]([CH2:19][O:20][C:21](=[O:23])[CH3:22])[O:7][C@H:6]1[O:24][C@H:25]1[C@@H:36]([O:37][C:38](=[O:40])[CH3:39])[C@H:35]([O:41][C:42](=[O:44])[CH3:43])[C@@H:34]([CH2:45][O:46][C:47](=[O:49])[CH3:48])[O:33][C@H:26]1[O:27][CH:28]=[CH:29][CH2:30][CH2:31][CH3:32])(=[O:3])[CH3:2].[SH:50][C:51]([CH3:53])=O, predict the reaction product. The product is: [C:1]([O:4][C@H:5]1[C@@H:10]([O:11][C:12](=[O:14])[CH3:13])[C@H:9]([O:15][C:16](=[O:18])[CH3:17])[C@@H:8]([CH2:19][O:20][C:21](=[O:23])[CH3:22])[O:7][C@H:6]1[O:24][C@H:25]1[C@@H:36]([O:37][C:38](=[O:40])[CH3:39])[C@H:35]([O:41][C:42](=[O:44])[CH3:43])[C@@H:34]([CH2:45][O:46][C:47](=[O:49])[CH3:48])[O:33][C@H:26]1[O:27][CH:28]([C:51](=[S:50])[CH3:53])[CH2:29][CH2:30][CH2:31][CH3:32])(=[O:3])[CH3:2]. (2) The product is: [Br:11][C:12]1[CH:18]=[CH:17][C:16]([N+:19]([O-:21])=[O:20])=[CH:15][C:13]=1[NH:14][C:1](=[O:6])[C:2]([CH3:4])=[CH2:3]. Given the reactants [C:1]([OH:6])(=O)[C:2]([CH3:4])=[CH2:3].S(Cl)(Cl)=O.[Br:11][C:12]1[CH:18]=[CH:17][C:16]([N+:19]([O-:21])=[O:20])=[CH:15][C:13]=1[NH2:14].O, predict the reaction product. (3) Given the reactants [CH:1]1([CH2:4][O:5][C:6]2[CH:11]=[C:10]([O:12][CH3:13])[CH:9]=[CH:8][C:7]=2[C:14]2[C:15]3[N:22]([CH2:23][O:24][CH2:25][CH2:26][Si:27]([CH3:30])([CH3:29])[CH3:28])[C:21]([CH3:31])=[C:20]([C:32](O)=[O:33])[C:16]=3[N:17]=[CH:18][N:19]=2)[CH2:3][CH2:2]1.[NH2:35][C@@H:36]1[CH2:41][CH2:40][C@H:39]([NH:42][C:43](=[O:49])[O:44][C:45]([CH3:48])([CH3:47])[CH3:46])[CH2:38][CH2:37]1, predict the reaction product. The product is: [C:45]([O:44][C:43](=[O:49])[NH:42][C@H:39]1[CH2:40][CH2:41][C@@H:36]([NH:35][C:32]([C:20]2[C:16]3[N:17]=[CH:18][N:19]=[C:14]([C:7]4[CH:8]=[CH:9][C:10]([O:12][CH3:13])=[CH:11][C:6]=4[O:5][CH2:4][CH:1]4[CH2:2][CH2:3]4)[C:15]=3[N:22]([CH2:23][O:24][CH2:25][CH2:26][Si:27]([CH3:28])([CH3:30])[CH3:29])[C:21]=2[CH3:31])=[O:33])[CH2:37][CH2:38]1)([CH3:46])([CH3:48])[CH3:47]. (4) Given the reactants [F:1][C:2]1[CH:7]=[CH:6][C:5](Br)=[CH:4][CH:3]=1.[C:9]([O:13][CH2:14][CH2:15][CH2:16][CH3:17])(=[O:12])[CH:10]=[CH2:11], predict the reaction product. The product is: [CH2:14]([O:13][C:9](=[O:12])[CH:10]=[CH:11][C:5]1[CH:6]=[CH:7][C:2]([F:1])=[CH:3][CH:4]=1)[CH2:15][CH2:16][CH3:17]. (5) Given the reactants [Cl:1]C(N(C)C)=C(C)C.[CH3:9][N:10]1[CH:14]=[C:13]([NH:15][C:16]([O:18][C:19]([CH3:22])([CH3:21])[CH3:20])=[O:17])[CH:12]=[C:11]1[C:23]([OH:25])=O, predict the reaction product. The product is: [CH3:9][N:10]1[CH:14]=[C:13]([NH:15][C:16]([O:18][C:19]([CH3:22])([CH3:21])[CH3:20])=[O:17])[CH:12]=[C:11]1[C:23]([Cl:1])=[O:25]. (6) Given the reactants [CH3:1][C:2]1[CH:3]=[C:4]([CH:8]=[CH:9][C:10]=1[C:11]([F:14])([F:13])[F:12])[C:5](O)=[O:6].Cl.[CH3:16][NH:17][O:18][CH3:19].CN1CCOCC1.Cl.CN(C)CCCN=C=NCC, predict the reaction product. The product is: [CH3:19][O:18][N:17]([CH3:16])[C:5](=[O:6])[C:4]1[CH:8]=[CH:9][C:10]([C:11]([F:14])([F:13])[F:12])=[C:2]([CH3:1])[CH:3]=1. (7) Given the reactants Br[C:2]1[CH:3]=[C:4]([NH:8][C:9](=[O:25])[C:10]2[CH:15]=[CH:14][N:13]=[C:12]([NH:16][C:17]3[CH:22]=[CH:21][CH:20]=[C:19]([C:23]#[N:24])[N:18]=3)[CH:11]=2)[CH:5]=[N:6][CH:7]=1.[C:26]([C:28]1[C:33]([F:34])=[CH:32][CH:31]=[CH:30][C:29]=1B(O)O)#[N:27].C(=O)([O-])[O-].[Na+].[Na+], predict the reaction product. The product is: [C:26]([C:28]1[C:33]([F:34])=[CH:32][CH:31]=[CH:30][C:29]=1[C:2]1[CH:3]=[C:4]([NH:8][C:9](=[O:25])[C:10]2[CH:15]=[CH:14][N:13]=[C:12]([NH:16][C:17]3[CH:22]=[CH:21][CH:20]=[C:19]([C:23]#[N:24])[N:18]=3)[CH:11]=2)[CH:5]=[N:6][CH:7]=1)#[N:27]. (8) The product is: [CH3:13][O:12][C:10]1[CH:9]=[CH:8][C:3]([C:4]([O:6][CH3:7])=[O:5])=[C:2]([NH:21][CH2:20][C:19]2[CH:18]=[CH:17][C:16]([C:15]([F:14])([F:24])[F:25])=[CH:23][CH:22]=2)[N:11]=1. Given the reactants Cl[C:2]1[N:11]=[C:10]([O:12][CH3:13])[CH:9]=[CH:8][C:3]=1[C:4]([O:6][CH3:7])=[O:5].[F:14][C:15]([F:25])([F:24])[C:16]1[CH:23]=[CH:22][C:19]([CH2:20][NH2:21])=[CH:18][CH:17]=1, predict the reaction product.